This data is from Catalyst prediction with 721,799 reactions and 888 catalyst types from USPTO. The task is: Predict which catalyst facilitates the given reaction. (1) The catalyst class is: 6. Product: [CH:22]([C:26]1[CH2:32][C@@H:31]2[C@H:28]([CH:27]=1)[C:29](=[CH:12][C:13]([O:15][C:16]([CH3:19])([CH3:18])[CH3:17])=[O:14])[CH2:30]2)([CH2:24][CH3:25])[CH3:23]. Reactant: O1CCCC1.COP([CH2:12][C:13]([O:15][C:16]([CH3:19])([CH3:18])[CH3:17])=[O:14])(OC)=O.[H-].[Na+].[CH:22]([C:26]1[CH2:27][C@@H:28]2[C@H:31]([CH:32]=1)[C:30](=O)[CH2:29]2)([CH2:24][CH3:25])[CH3:23]. (2) Reactant: [Br:1][C:2]1[CH:10]=[CH:9][C:5]([CH:6]=[N:7][OH:8])=[CH:4][C:3]=1[CH3:11].ClN1C(=O)CCC1=O.[Cl:20][C:21]1[CH:26]=[C:25]([C:27]([C:29]([F:32])([F:31])[F:30])=[CH2:28])[CH:24]=[C:23]([Cl:33])[CH:22]=1.C(N(CC)CC)C. Product: [Br:1][C:2]1[CH:10]=[CH:9][C:5]([C:6]2[CH2:28][C:27]([C:25]3[CH:24]=[C:23]([Cl:33])[CH:22]=[C:21]([Cl:20])[CH:26]=3)([C:29]([F:30])([F:32])[F:31])[O:8][N:7]=2)=[CH:4][C:3]=1[CH3:11]. The catalyst class is: 255. (3) Reactant: [Br:1][C:2]1[C:3](=[O:21])[NH:4][N:5]=[CH:6][C:7]=1[NH:8][CH2:9][C@@H:10]1[CH2:12][C@H:11]1[C:13]1[CH:18]=[CH:17][CH:16]=[CH:15][C:14]=1[O:19][CH3:20].[C:22](O[C:22]([O:24][C:25]([CH3:28])([CH3:27])[CH3:26])=[O:23])([O:24][C:25]([CH3:28])([CH3:27])[CH3:26])=[O:23].C(N(CC)CC)C. Product: [Br:1][C:2]1[C:3](=[O:21])[N:4]([C:22]([O:24][C:25]([CH3:28])([CH3:27])[CH3:26])=[O:23])[N:5]=[CH:6][C:7]=1[NH:8][CH2:9][C@@H:10]1[CH2:12][C@H:11]1[C:13]1[CH:18]=[CH:17][CH:16]=[CH:15][C:14]=1[O:19][CH3:20]. The catalyst class is: 2. (4) Reactant: [Cl:1][C:2]1[C:30]([F:31])=[CH:29][CH:28]=[CH:27][C:3]=1[CH2:4][NH:5][C:6](=[O:26])[N:7]([C@@H:9]([CH2:12][CH2:13][CH2:14][N:15]1[C:23](=[O:24])[C:22]2[C:17](=[CH:18][CH:19]=[CH:20][CH:21]=2)[C:16]1=[O:25])[CH2:10][OH:11])[CH3:8].[F:32][C:33]([F:44])([F:43])[C:34]1[CH:35]=[CH:36][C:37](C(O)=O)=[N:38][CH:39]=1.C[C:46]([N:48](C)C)=[O:47].C1C=CC(P(N=[N+]=[N-])(C2C=CC=CC=2)=O)=CC=1. Product: [F:44][C:33]([F:32])([F:43])[C:34]1[CH:35]=[CH:36][C:37]([NH:48][C:46](=[O:47])[O:11][CH2:10][C@@H:9]([N:7]([CH3:8])[C:6]([NH:5][CH2:4][C:3]2[CH:27]=[CH:28][CH:29]=[C:30]([F:31])[C:2]=2[Cl:1])=[O:26])[CH2:12][CH2:13][CH2:14][N:15]2[C:23](=[O:24])[C:22]3[C:17](=[CH:18][CH:19]=[CH:20][CH:21]=3)[C:16]2=[O:25])=[N:38][CH:39]=1. The catalyst class is: 11.